From a dataset of Full USPTO retrosynthesis dataset with 1.9M reactions from patents (1976-2016). Predict the reactants needed to synthesize the given product. (1) Given the product [F:17][C:18]1[CH:23]=[CH:22][C:21]([C:2]2[CH:3]=[N:4][CH:5]=[CH:6][C:7]=2[N:8]2[CH2:13][CH2:12][CH:11]([C:14]([NH2:16])=[O:15])[CH2:10][CH2:9]2)=[CH:20][C:19]=1[CH3:27], predict the reactants needed to synthesize it. The reactants are: Br[C:2]1[CH:3]=[N:4][CH:5]=[CH:6][C:7]=1[N:8]1[CH2:13][CH2:12][CH:11]([C:14]([NH2:16])=[O:15])[CH2:10][CH2:9]1.[F:17][C:18]1[CH:23]=[CH:22][C:21](B(O)O)=[CH:20][C:19]=1[CH3:27].C(=O)([O-])[O-].[Na+].[Na+]. (2) Given the product [CH3:39][N:35]1[CH2:36][CH2:37][CH:38]=[C:33]([C:31]2[N:32]=[C:26]([CH:11]3[CH2:12][CH:13]([C:15]4[CH:16]=[CH:17][C:18]([O:21][C:22]([F:23])([F:24])[F:25])=[CH:19][CH:20]=4)[CH2:14][N:9]([C:7]([N:1]4[CH2:2][CH2:3][O:4][CH2:5][CH2:6]4)=[O:8])[CH2:10]3)[O:28][N:30]=2)[CH2:34]1, predict the reactants needed to synthesize it. The reactants are: [N:1]1([C:7]([N:9]2[CH2:14][CH:13]([C:15]3[CH:20]=[CH:19][C:18]([O:21][C:22]([F:25])([F:24])[F:23])=[CH:17][CH:16]=3)[CH2:12][CH:11]([C:26]([OH:28])=O)[CH2:10]2)=[O:8])[CH2:6][CH2:5][O:4][CH2:3][CH2:2]1.O[NH:30][C:31]([C:33]1[CH2:34][N:35]([CH3:39])[CH2:36][CH2:37][CH:38]=1)=[NH:32].